This data is from Catalyst prediction with 721,799 reactions and 888 catalyst types from USPTO. The task is: Predict which catalyst facilitates the given reaction. (1) Reactant: [CH3:1][C:2]([CH3:21])([CH3:20])[C:3]([C:5]1[N:9]([CH2:10][C:11](O)=[O:12])[C:8]2[CH:14]=[CH:15][C:16]([O:18][CH3:19])=[CH:17][C:7]=2[N:6]=1)=[O:4].C1C=CC2N(O)N=NC=2C=1.[CH2:32]([NH:34][CH:35]1[CH2:40][CH2:39][CH2:38][CH2:37][CH2:36]1)[CH3:33].CCN(C(C)C)C(C)C. Product: [CH:35]1([N:34]([CH2:32][CH3:33])[C:11](=[O:12])[CH2:10][N:9]2[C:8]3[CH:14]=[CH:15][C:16]([O:18][CH3:19])=[CH:17][C:7]=3[N:6]=[C:5]2[C:3](=[O:4])[C:2]([CH3:21])([CH3:20])[CH3:1])[CH2:40][CH2:39][CH2:38][CH2:37][CH2:36]1. The catalyst class is: 607. (2) Reactant: [CH:1]12[O:8][CH:5]([CH2:6][CH2:7]1)[CH2:4][N:3]([C:9]1[CH:14]=[C:13]([CH2:15][S:16]([CH3:19])(=[O:18])=[O:17])[N:12]=[C:11]([C:20]3[CH:25]=[CH:24][C:23]([NH:26][C:27](=[O:45])[NH:28][C:29]4[CH:44]=[CH:43][C:32]([CH2:33][N:34]([CH3:42])[C:35](=[O:41])[O:36][C:37]([CH3:40])([CH3:39])[CH3:38])=[CH:31][CH:30]=4)=[CH:22][CH:21]=3)[N:10]=1)[CH2:2]2.FC(F)(F)C(O)=O. Product: [CH:1]12[O:8][CH:5]([CH2:6][CH2:7]1)[CH2:4][N:3]([C:9]1[CH:14]=[C:13]([CH2:15][S:16]([CH3:19])(=[O:17])=[O:18])[N:12]=[C:11]([C:20]3[CH:21]=[CH:22][C:23]([NH:26][C:27](=[O:45])[NH:28][C:29]4[CH:30]=[CH:31][C:32]([CH2:33][N:34]([CH3:42])[C:35](=[O:41])[O:36][C:37]([CH3:39])([CH3:40])[CH3:38])=[CH:43][CH:44]=4)=[CH:24][CH:25]=3)[N:10]=1)[CH2:2]2.[CH:5]12[O:8][CH:1]([CH2:7][CH2:6]1)[CH2:2][N:3]([C:9]1[CH:14]=[C:13]([CH2:15][S:16]([CH3:19])(=[O:17])=[O:18])[N:12]=[C:11]([C:20]3[CH:21]=[CH:22][C:23]([NH:26][C:27]([NH:28][C:29]4[CH:30]=[CH:31][C:32]([CH2:33][NH:34][CH3:35])=[CH:43][CH:44]=4)=[O:45])=[CH:24][CH:25]=3)[N:10]=1)[CH2:4]2. The catalyst class is: 4. (3) Reactant: [CH3:1][C:2]1[CH:3]=[C:4]([CH:8]=[CH:9][N:10]=1)[C:5](O)=[O:6].CCN=C=NCCCN(C)C.C1C=CC2N(O)N=NC=2C=1.CCN(C(C)C)C(C)C.Cl.[CH3:42][NH:43][O:44][CH3:45]. Product: [CH3:45][O:44][N:43]([CH3:42])[C:5](=[O:6])[C:4]1[CH:8]=[CH:9][N:10]=[C:2]([CH3:1])[CH:3]=1. The catalyst class is: 3. (4) Reactant: [CH2:1]([O:3][C:4]([C:6]1[NH:7][C:8]([C:11]#N)=[CH:9][CH:10]=1)=[O:5])[CH3:2].[OH-:13].[Na+]. Product: [CH2:1]([O:3][C:4]([C:6]1[NH:7][C:8]([CH:11]=[O:13])=[CH:9][CH:10]=1)=[O:5])[CH3:2]. The catalyst class is: 8. (5) Reactant: [Cl-].[Ca+2].[Cl-].[CH2:4]([N:22]1[CH2:27][CH2:26][NH:25][CH2:24][CH2:23]1)[CH2:5][CH2:6][CH2:7][CH2:8][CH2:9][CH2:10][CH2:11][CH2:12][CH2:13][CH2:14][CH2:15][CH2:16][CH2:17][CH2:18][CH2:19][CH2:20][CH3:21].C(N(CC)CC)C.[Br:35][CH2:36][C:37]1[CH:45]=[CH:44][C:40]([C:41](Cl)=[O:42])=[CH:39][CH:38]=1. Product: [Br:35][CH2:36][C:37]1[CH:45]=[CH:44][C:40]([C:41]([N:25]2[CH2:24][CH2:23][N:22]([CH2:4][CH2:5][CH2:6][CH2:7][CH2:8][CH2:9][CH2:10][CH2:11][CH2:12][CH2:13][CH2:14][CH2:15][CH2:16][CH2:17][CH2:18][CH2:19][CH2:20][CH3:21])[CH2:27][CH2:26]2)=[O:42])=[CH:39][CH:38]=1. The catalyst class is: 48. (6) Reactant: [CH3:1][O:2][C:3]1[C:11]2[C:6](=[N:7][CH:8]=[C:9]([NH:12]C(=O)OC(C)(C)C)[CH:10]=2)[N:5]([CH2:20][C:21]2[CH:26]=[CH:25][C:24]([O:27][CH3:28])=[CH:23][CH:22]=2)[N:4]=1. The catalyst class is: 55. Product: [CH3:1][O:2][C:3]1[C:11]2[C:6](=[N:7][CH:8]=[C:9]([NH2:12])[CH:10]=2)[N:5]([CH2:20][C:21]2[CH:26]=[CH:25][C:24]([O:27][CH3:28])=[CH:23][CH:22]=2)[N:4]=1. (7) Reactant: [CH:1]1([C@H:4]2[C@H:13]([CH3:14])[C@@H:12]([NH:15]C(=O)OCC3C=CC=CC=3)[C:11]3[C:6](=[CH:7][CH:8]=[CH:9][CH:10]=3)[N:5]2[C:26](=[O:29])[CH2:27][CH3:28])[CH2:3][CH2:2]1.C([O-])=O.[NH4+]. Product: [NH2:15][C@H:12]1[C:11]2[C:6](=[CH:7][CH:8]=[CH:9][CH:10]=2)[N:5]([C:26](=[O:29])[CH2:27][CH3:28])[C@@H:4]([CH:1]2[CH2:3][CH2:2]2)[C@@H:13]1[CH3:14]. The catalyst class is: 29. (8) Reactant: Cl.[NH2:2][C:3]1[N:32]=[C:6]2[N:7]([C:22]3[CH:27]=[CH:26][CH:25]=[C:24]([C:28]([F:31])([F:30])[F:29])[CH:23]=3)[C:8]([CH3:21])=[C:9]([C:19]#[N:20])[C@@H:10]([C:11]3[CH:16]=[CH:15][C:14]([C:17]#[N:18])=[CH:13][CH:12]=3)[N:5]2[N:4]=1.[O:33]1[C:37]([C:38](Cl)=[O:39])=[CH:36][CH:35]=[N:34]1. Product: [C:19]([C:9]1[C@@H:10]([C:11]2[CH:16]=[CH:15][C:14]([C:17]#[N:18])=[CH:13][CH:12]=2)[N:5]2[N:4]=[C:3]([NH:2][C:38]([C:37]3[O:33][N:34]=[CH:35][CH:36]=3)=[O:39])[N:32]=[C:6]2[N:7]([C:22]2[CH:27]=[CH:26][CH:25]=[C:24]([C:28]([F:29])([F:31])[F:30])[CH:23]=2)[C:8]=1[CH3:21])#[N:20]. The catalyst class is: 17. (9) Reactant: Cl.[CH3:2][CH:3]([O:5][C:6]1[CH:13]=[CH:12][C:11]([C:14]2[S:15][C:16]([C:19]3[CH:29]=[CH:28][C:22]4[CH2:23][CH2:24][NH:25][CH2:26][CH2:27][C:21]=4[CH:20]=3)=[N:17][N:18]=2)=[CH:10][C:7]=1[C:8]#[N:9])[CH3:4].C([O-])([O-])=O.[K+].[K+].Br[CH2:37][CH2:38][CH2:39][C:40]([O:42][CH2:43][CH3:44])=[O:41]. Product: [C:8]([C:7]1[CH:10]=[C:11]([C:14]2[S:15][C:16]([C:19]3[CH:29]=[CH:28][C:22]4[CH2:23][CH2:24][N:25]([CH2:37][CH2:38][CH2:39][C:40]([O:42][CH2:43][CH3:44])=[O:41])[CH2:26][CH2:27][C:21]=4[CH:20]=3)=[N:17][N:18]=2)[CH:12]=[CH:13][C:6]=1[O:5][CH:3]([CH3:2])[CH3:4])#[N:9]. The catalyst class is: 3.